From a dataset of Peptide-MHC class II binding affinity with 134,281 pairs from IEDB. Regression. Given a peptide amino acid sequence and an MHC pseudo amino acid sequence, predict their binding affinity value. This is MHC class II binding data. (1) The peptide sequence is DDCVVRPIDDRFGLA. The MHC is DRB5_0101 with pseudo-sequence DRB5_0101. The binding affinity (normalized) is 0.427. (2) The peptide sequence is QNPSQQQPQEQVPLVQQQQF. The MHC is DRB1_0301 with pseudo-sequence DRB1_0301. The binding affinity (normalized) is 0. (3) The peptide sequence is KGVERLAVMGDVAWD. The MHC is DRB1_1302 with pseudo-sequence DRB1_1302. The binding affinity (normalized) is 0.102. (4) The peptide sequence is AAATAGTTVYGVFAA. The MHC is HLA-DQA10401-DQB10402 with pseudo-sequence HLA-DQA10401-DQB10402. The binding affinity (normalized) is 0.457. (5) The peptide sequence is KIYHKCDNACIGSIR. The MHC is DRB1_0301 with pseudo-sequence DRB1_0301. The binding affinity (normalized) is 0.193. (6) The peptide sequence is ANGKTLGEVWKRELN. The MHC is DRB3_0301 with pseudo-sequence DRB3_0301. The binding affinity (normalized) is 0.549.